From a dataset of Forward reaction prediction with 1.9M reactions from USPTO patents (1976-2016). Predict the product of the given reaction. (1) Given the reactants [NH2:1][CH2:2][CH2:3][CH2:4][CH2:5][C:6]([CH3:15])([C:9]1[CH:14]=[CH:13][CH:12]=[CH:11][CH:10]=1)[CH2:7][OH:8].CC1C=CC(S(O)(=O)=O)=CC=1.O.[O:28]1[CH:33]=[CH:32][CH2:31][CH2:30][CH2:29]1.C([O-])([O-])=O.[K+].[K+], predict the reaction product. The product is: [CH3:15][C:6]([C:9]1[CH:10]=[CH:11][CH:12]=[CH:13][CH:14]=1)([CH2:7][O:8][CH:29]1[CH2:30][CH2:31][CH2:32][CH2:33][O:28]1)[CH2:5][CH2:4][CH2:3][CH2:2][NH2:1]. (2) Given the reactants [Br:1][C:2]1[CH:13]=[CH:12][C:5]2[CH2:6][CH2:7][CH2:8][CH2:9][CH:10]([OH:11])[C:4]=2[CH:3]=1.[O:14]1[CH:19]=[CH:18][CH2:17][CH2:16][CH2:15]1.C1(C)C=CC(S([O-])(=O)=O)=CC=1.[NH+]1C=CC=CC=1, predict the reaction product. The product is: [Br:1][C:2]1[CH:13]=[CH:12][C:5]2[CH2:6][CH2:7][CH2:8][CH2:9][CH:10]([O:11][CH:15]3[CH2:16][CH2:17][CH2:18][CH2:19][O:14]3)[C:4]=2[CH:3]=1. (3) The product is: [NH2:29][C:20]1[N:21]=[C:1]([CH3:2])[C:4]2[C:9](=[O:10])[CH2:8][CH:7]([C:11]3[CH:16]=[CH:15][CH:14]=[CH:13][C:12]=3[Br:17])[CH2:6][C:5]=2[N:19]=1. Given the reactants [C:1]([CH:4]1[C:9](=[O:10])[CH2:8][CH:7]([C:11]2[CH:16]=[CH:15][CH:14]=[CH:13][C:12]=2[Br:17])[CH2:6][C:5]1=O)(=O)[CH3:2].[NH2:19][C:20]1[N:29]=C(C)C2C(=O)CC(C3C=CC(F)=CC=3)CC=2[N:21]=1, predict the reaction product. (4) Given the reactants [C:1]([O:5][C:6](=[O:39])[N:7]([CH2:31][C:32]1[CH:37]=[CH:36][C:35]([NH2:38])=[CH:34][CH:33]=1)[C@H:8]1[CH2:13][CH2:12][CH2:11][C@@H:10]([NH:14][C:15]2[N:20]=[C:19]([C:21]3[C:29]4[C:24](=[CH:25][CH:26]=[CH:27][CH:28]=4)[NH:23][N:22]=3)[C:18]([Cl:30])=[CH:17][N:16]=2)[CH2:9]1)([CH3:4])([CH3:3])[CH3:2].CCN(C(C)C)C(C)C.[C:49](Cl)(=[O:52])[CH:50]=[CH2:51].O, predict the reaction product. The product is: [C:1]([O:5][C:6](=[O:39])[N:7]([CH2:31][C:32]1[CH:33]=[CH:34][C:35]([NH:38][C:49](=[O:52])[CH:50]=[CH2:51])=[CH:36][CH:37]=1)[C@H:8]1[CH2:13][CH2:12][CH2:11][C@@H:10]([NH:14][C:15]2[N:20]=[C:19]([C:21]3[C:29]4[C:24](=[CH:25][CH:26]=[CH:27][CH:28]=4)[NH:23][N:22]=3)[C:18]([Cl:30])=[CH:17][N:16]=2)[CH2:9]1)([CH3:4])([CH3:2])[CH3:3]. (5) Given the reactants [Cl:1][C:2]1[CH:7]=[CH:6][C:5]([C:8]2[N:9]=[C:10]3[CH:15]=[CH:14][CH:13]=[CH:12][N:11]3[C:16]=2[CH2:17][N:18]2[CH2:22][C:21](NCCN(C)C)=[CH:20][C:19]2=[O:29])=[CH:4][CH:3]=1.ClC1C=CC(C2N=[C:39]3[CH:44]=[CH:43][CH:42]=[CH:41][N:40]3C=2CN2CC(OC)=CC2=O)=CC=1.N1CCCCC1, predict the reaction product. The product is: [Cl:1][C:2]1[CH:3]=[CH:4][C:5]([C:8]2[N:9]=[C:10]3[CH:15]=[CH:14][CH:13]=[CH:12][N:11]3[C:16]=2[CH2:17][N:18]2[CH2:22][C:21]([N:40]3[CH2:41][CH2:42][CH2:43][CH2:44][CH2:39]3)=[CH:20][C:19]2=[O:29])=[CH:6][CH:7]=1. (6) Given the reactants [OH:1][C:2]1[N:3]=[C:4]([S:20][CH3:21])[N:5]([C:9]2[CH:10]=[C:11]([CH:16]=[CH:17][C:18]=2[CH3:19])[C:12]([O:14][CH3:15])=[O:13])[C:6](=[O:8])[CH:7]=1.C(=O)([O-])[O-].[K+].[K+].[C:28]([C:30]1[CH:37]=[C:36]([F:38])[CH:35]=[CH:34][C:31]=1[CH2:32]Br)#[N:29], predict the reaction product. The product is: [C:28]([C:30]1[CH:37]=[C:36]([F:38])[CH:35]=[CH:34][C:31]=1[CH2:32][O:1][C:2]1[N:3]=[C:4]([S:20][CH3:21])[N:5]([C:9]2[CH:10]=[C:11]([CH:16]=[CH:17][C:18]=2[CH3:19])[C:12]([O:14][CH3:15])=[O:13])[C:6](=[O:8])[CH:7]=1)#[N:29].